Predict the reactants needed to synthesize the given product. From a dataset of Full USPTO retrosynthesis dataset with 1.9M reactions from patents (1976-2016). (1) Given the product [Cl:20][C:18]1[CH:19]=[C:14]([NH:1][C:2]2[CH:6]=[C:5]([C:7]([O:9][CH3:10])=[O:8])[N:4]([CH3:11])[N:3]=2)[C:15]2[N:16]([CH:21]=[CH:22][N:23]=2)[CH:17]=1, predict the reactants needed to synthesize it. The reactants are: [NH2:1][C:2]1[CH:6]=[C:5]([C:7]([O:9][CH3:10])=[O:8])[N:4]([CH3:11])[N:3]=1.Cl.Br[C:14]1[C:15]2[N:16]([CH:21]=[CH:22][N:23]=2)[CH:17]=[C:18]([Cl:20])[CH:19]=1.C1(P(C2C=CC=CC=2)C2C=CC3C(=CC=CC=3)C=2C2C3C(=CC=CC=3)C=CC=2P(C2C=CC=CC=2)C2C=CC=CC=2)C=CC=CC=1.C(=O)([O-])[O-].[Cs+].[Cs+]. (2) Given the product [CH2:13]([O:15][C:16]([C:17]1[CH2:18][O:10][C:4]2[C:5]([CH:6]=1)=[CH:8][CH:9]=[C:2]([Cl:1])[CH:3]=2)=[O:27])[CH3:14], predict the reactants needed to synthesize it. The reactants are: [Cl:1][C:2]1[CH:9]=[CH:8][C:5]([CH:6]=O)=[C:4]([OH:10])[CH:3]=1.[H-].[Na+].[CH2:13]([O:15][C:16](=[O:27])[C:17](P(OCC)(OCC)=O)=[CH2:18])[CH3:14].